This data is from Catalyst prediction with 721,799 reactions and 888 catalyst types from USPTO. The task is: Predict which catalyst facilitates the given reaction. (1) Reactant: C(OC(=O)[NH:7][CH:8]([CH3:27])[C:9]([NH:11][C:12]1[CH:17]=[C:16]([CH3:18])[CH:15]=[C:14]([C:19]#[C:20][C:21]2[CH:26]=[CH:25][CH:24]=[CH:23][CH:22]=2)[N:13]=1)=[O:10])(C)(C)C.C(Cl)Cl.C(O)(C(F)(F)F)=O. Product: [NH2:7][CH:8]([CH3:27])[C:9]([NH:11][C:12]1[CH:17]=[C:16]([CH3:18])[CH:15]=[C:14]([C:19]#[C:20][C:21]2[CH:22]=[CH:23][CH:24]=[CH:25][CH:26]=2)[N:13]=1)=[O:10]. The catalyst class is: 2. (2) Reactant: [N:1]1[C:10]2[NH:9][CH2:8][CH2:7][CH2:6][C:5]=2[CH:4]=[CH:3][C:2]=1CC(N)O.CCOC(/[N:20]=N/C(OCC)=O)=O.[OH:27][CH:28]1[CH2:37][CH2:36][C:35]2[CH:34]=[C:33]([CH2:38][C:39]([O:41][CH2:42][CH3:43])=[O:40])[CH:32]=[CH:31][C:30]=2[CH2:29]1.C1(P([C:57]2[CH:62]=CC=CC=2)C2C=CC=CC=2)C=CC=CC=1. Product: [N:1]1[C:10]2[NH:9][CH2:8][CH2:7][CH2:6][C:5]=2[CH:4]=[CH:3][C:2]=1[NH:20][CH2:62][CH2:57][O:27][C:28]1[CH:29]=[C:30]2[C:35](=[CH:36][CH:37]=1)[CH2:34][CH:33]([CH2:38][C:39]([O:41][CH2:42][CH3:43])=[O:40])[CH2:32][CH2:31]2. The catalyst class is: 3. (3) The catalyst class is: 5. Reactant: [Cl:1][C:2]1[CH:7]=[C:6]([Cl:8])[CH:5]=[CH:4][C:3]=1[CH2:9][N+:10]#[C-].[C:12]([CH2:15][CH2:16][CH2:17][C:18]([OH:20])=O)(=O)[CH3:13].[CH3:21][NH2:22].[CH2:23]([OH:25])C. Product: [Cl:1][C:2]1[CH:7]=[C:6]([Cl:8])[CH:5]=[CH:4][C:3]=1[CH2:9][NH:10][C:23]([C:12]1([CH3:13])[CH2:15][CH2:16][CH2:17][C:18](=[O:20])[N:22]1[CH3:21])=[O:25].